From a dataset of Reaction yield outcomes from USPTO patents with 853,638 reactions. Predict the reaction yield, written as a fraction of the theoretical maximum amount of product (1.0 means a 100% yield; for example, 0.34 means a 34% yield). (1) The reactants are [CH3:1][C:2]1[C:7]([C:8]2[NH:12][C:11]3[CH:13]=[CH:14][C:15]([CH2:17][C:18]([OH:20])=O)=[CH:16][C:10]=3[N:9]=2)=[CH:6][CH:5]=[CH:4][N:3]=1.[Cl:21][C:22]1[CH:27]=[CH:26][C:25]([CH:28]([C:30]2[CH:35]=[CH:34][CH:33]=[CH:32][CH:31]=2)[NH2:29])=[C:24]([CH3:36])[CH:23]=1. No catalyst specified. The product is [Cl:21][C:22]1[CH:27]=[CH:26][C:25]([CH:28]([C:30]2[CH:31]=[CH:32][CH:33]=[CH:34][CH:35]=2)[NH:29][C:18](=[O:20])[CH2:17][C:15]2[CH:14]=[CH:13][C:11]3[NH:12][C:8]([C:7]4[C:2]([CH3:1])=[N:3][CH:4]=[CH:5][CH:6]=4)=[N:9][C:10]=3[CH:16]=2)=[C:24]([CH3:36])[CH:23]=1. The yield is 0.0900. (2) The reactants are C([Li])(C)(C)C.Br[C:7]1[CH:8]=[C:9]2[C:13](=[CH:14][CH:15]=1)[N:12]([Si:16]([CH:23]([CH3:25])[CH3:24])([CH:20]([CH3:22])[CH3:21])[CH:17]([CH3:19])[CH3:18])[CH:11]=[CH:10]2.[CH3:26][O:27][C:28]([N:30]1[CH2:34][CH2:33][C:32]([CH:41]=[O:42])([C:35]2[CH:40]=[CH:39][CH:38]=[CH:37][CH:36]=2)[CH2:31]1)=[O:29]. The catalyst is C1COCC1. The product is [CH3:26][O:27][C:28]([N:30]1[CH2:34][CH2:33][C:32]([CH:41]([OH:42])[C:7]2[CH:8]=[C:9]3[C:13](=[CH:14][CH:15]=2)[N:12]([Si:16]([CH:20]([CH3:21])[CH3:22])([CH:23]([CH3:25])[CH3:24])[CH:17]([CH3:19])[CH3:18])[CH:11]=[CH:10]3)([C:35]2[CH:40]=[CH:39][CH:38]=[CH:37][CH:36]=2)[CH2:31]1)=[O:29]. The yield is 0.510. (3) The reactants are I[C:2]1[CH:7]=[C:6]([N+:8]([O-:10])=[O:9])[CH:5]=[CH:4][C:3]=1[OH:11].N1CCC[C@H]1CO.C1(P(C2C=CC=CC=2)C2C=CC=CC=2)C=CC=CC=1.[C:38]([C:40]1[CH:45]=[CH:44][CH:43]=[CH:42][CH:41]=1)#[CH:39]. The catalyst is [Pd].O.[Cu](I)I.C(OCC)(=O)C. The product is [N+:8]([C:6]1[CH:5]=[CH:4][C:3]2[O:11][C:38]([C:40]3[CH:45]=[CH:44][CH:43]=[CH:42][CH:41]=3)=[CH:39][C:2]=2[CH:7]=1)([O-:10])=[O:9]. The yield is 0.300. (4) The reactants are [Cl:1][C:2]1[N:10]=[C:9](Cl)[C:8]([F:12])=[CH:7][C:3]=1[C:4]([OH:6])=[O:5].[OH-:13].[Na+].Cl. No catalyst specified. The product is [Cl:1][C:2]1[NH:10][C:9](=[O:13])[C:8]([F:12])=[CH:7][C:3]=1[C:4]([OH:6])=[O:5]. The yield is 0.470. (5) The reactants are [C:1]([O:5][C:6]([N:8]1[CH2:13][C:12](=[O:14])[NH:11][C:10]2[CH:15]=[C:16](Br)[CH:17]=[N:18][C:9]1=2)=[O:7])([CH3:4])([CH3:3])[CH3:2].[CH3:20][N:21]([CH2:26][C:27]1[N:28]([CH3:36])[C:29]2[C:34]([CH:35]=1)=[CH:33][CH:32]=[CH:31][CH:30]=2)[C:22](=[O:25])[CH:23]=[CH2:24].C(N(C(C)C)CC)(C)C.CC1C=CC=CC=1P(C1C=CC=CC=1C)C1C=CC=CC=1C. The catalyst is C(#N)CC.CC([O-])=O.CC([O-])=O.[Pd+2]. The product is [C:1]([O:5][C:6]([N:8]1[CH2:13][C:12](=[O:14])[NH:11][C:10]2[CH:15]=[C:16](/[CH:24]=[CH:23]/[C:22](=[O:25])[N:21]([CH3:20])[CH2:26][C:27]3[N:28]([CH3:36])[C:29]4[C:34]([CH:35]=3)=[CH:33][CH:32]=[CH:31][CH:30]=4)[CH:17]=[N:18][C:9]1=2)=[O:7])([CH3:4])([CH3:3])[CH3:2]. The yield is 0.670. (6) The reactants are Cl[C:2]1[C:11]2[C:6](=[CH:7][C:8]([O:14][CH3:15])=[C:9]([O:12][CH3:13])[CH:10]=2)[N:5]=[CH:4][CH:3]=1.[CH3:16][C:17]([C:19]1[C:24]([O:25][CH3:26])=[CH:23][C:22]([O:27][CH3:28])=[CH:21][C:20]=1[OH:29])=[O:18]. The catalyst is CN(C)C1C=CN=CC=1.ClC1C=CC=CC=1Cl. The product is [CH3:28][O:27][C:22]1[CH:23]=[C:24]([O:25][CH3:26])[C:19]([C:17](=[O:18])[CH3:16])=[C:20]([O:29][C:2]2[C:11]3[C:6](=[CH:7][C:8]([O:14][CH3:15])=[C:9]([O:12][CH3:13])[CH:10]=3)[N:5]=[CH:4][CH:3]=2)[CH:21]=1. The yield is 0.270. (7) The reactants are [CH3:1][C:2]1([CH3:15])[CH2:6][N:5]([C:7]2[CH:8]=[N:9][CH:10]=[CH:11][C:12]=2[CH3:13])[C:4](=[O:14])[NH:3]1.I[C:17]1[CH:25]=[CH:24][C:20]2[N:21]=[CH:22][S:23][C:19]=2[CH:18]=1.N[C@@H]1CCCC[C@H]1N.P([O-])([O-])([O-])=O.[K+].[K+].[K+]. The catalyst is [Cu](I)I.O1CCOCC1. The product is [S:23]1[C:19]2[CH:18]=[C:17]([N:3]3[C:2]([CH3:15])([CH3:1])[CH2:6][N:5]([C:7]4[CH:8]=[N:9][CH:10]=[CH:11][C:12]=4[CH3:13])[C:4]3=[O:14])[CH:25]=[CH:24][C:20]=2[N:21]=[CH:22]1. The yield is 0.121. (8) The reactants are Cl[C:2]1[CH:7]=[C:6]([Cl:8])[N:5]=[C:4]([C:9]2[CH:14]=[CH:13][C:12]([N+:15]([O-:17])=[O:16])=[CH:11][CH:10]=2)[N:3]=1.[CH3:18][S:19]([CH2:22][CH2:23][NH2:24])(=[O:21])=[O:20].Cl.C(N(CC)CC)C.C(=O)([O-])[O-].[K+].[K+]. The catalyst is ClCCl. The product is [Cl:8][C:6]1[N:5]=[C:4]([C:9]2[CH:14]=[CH:13][C:12]([N+:15]([O-:17])=[O:16])=[CH:11][CH:10]=2)[N:3]=[C:2]([NH:24][CH2:23][CH2:22][S:19]([CH3:18])(=[O:21])=[O:20])[CH:7]=1. The yield is 0.300. (9) The reactants are ClC1C=C([C:9]2[N:13]3[C:14]4[N:22]=[C:21]([O:23][CH3:24])[CH:20]=[CH:19][C:15]=4[N:16]=[C:17]([CH3:18])[C:12]3=[C:11]([CH3:25])[N:10]=2)C=C(Cl)C=1.[Cl:26][C:27]1[CH:32]=[CH:31][C:30](B(O)O)=[C:29]([CH3:36])[CH:28]=1.C([O-])([O-])=O.[K+].[K+]. The catalyst is C1C=CC([P]([Pd]([P](C2C=CC=CC=2)(C2C=CC=CC=2)C2C=CC=CC=2)([P](C2C=CC=CC=2)(C2C=CC=CC=2)C2C=CC=CC=2)[P](C2C=CC=CC=2)(C2C=CC=CC=2)C2C=CC=CC=2)(C2C=CC=CC=2)C2C=CC=CC=2)=CC=1. The product is [Cl:26][C:27]1[CH:32]=[CH:31][C:30]([C:9]2[N:13]3[C:14]4[N:22]=[C:21]([O:23][CH3:24])[CH:20]=[CH:19][C:15]=4[N:16]=[C:17]([CH3:18])[C:12]3=[C:11]([CH3:25])[N:10]=2)=[C:29]([CH3:36])[CH:28]=1. The yield is 0.920. (10) The product is [CH3:8][N:7]([CH2:9][C:10]1[CH:14]=[C:13]([C:28]2[CH:29]=[CH:30][CH:31]=[CH:32][C:27]=2[CH3:26])[N:12]([S:16]([C:19]2[CH:20]=[N:21][CH:22]=[CH:23][CH:24]=2)(=[O:18])=[O:17])[CH:11]=1)[C:6](=[O:25])[O:5][C:1]([CH3:4])([CH3:3])[CH3:2]. The reactants are [C:1]([O:5][C:6](=[O:25])[N:7]([CH2:9][C:10]1[CH:14]=[C:13](Br)[N:12]([S:16]([C:19]2[CH:20]=[N:21][CH:22]=[CH:23][CH:24]=2)(=[O:18])=[O:17])[CH:11]=1)[CH3:8])([CH3:4])([CH3:3])[CH3:2].[CH3:26][C:27]1[CH:32]=[CH:31][CH:30]=[CH:29][C:28]=1B(O)O.C(=O)([O-])[O-].[Na+].[Na+]. The catalyst is COCCOC.O.C1C=CC([P]([Pd]([P](C2C=CC=CC=2)(C2C=CC=CC=2)C2C=CC=CC=2)([P](C2C=CC=CC=2)(C2C=CC=CC=2)C2C=CC=CC=2)[P](C2C=CC=CC=2)(C2C=CC=CC=2)C2C=CC=CC=2)(C2C=CC=CC=2)C2C=CC=CC=2)=CC=1. The yield is 0.680.